This data is from Forward reaction prediction with 1.9M reactions from USPTO patents (1976-2016). The task is: Predict the product of the given reaction. (1) Given the reactants [CH:1]1([CH2:6][N:7]([CH2:29][CH:30]2[CH2:34][CH2:33][CH2:32][CH2:31]2)[C@@H:8]2[CH2:13][CH2:12][C@@H:11]([CH2:14][C:15]([O:17]C)=[O:16])[CH2:10][C@H:9]2[C:19]2[CH:24]=[CH:23][C:22]([C:25]([F:28])([F:27])[F:26])=[CH:21][CH:20]=2)[CH2:5][CH2:4][CH2:3][CH2:2]1.[OH-].[Na+].Cl, predict the reaction product. The product is: [CH:1]1([CH2:6][N:7]([CH2:29][CH:30]2[CH2:31][CH2:32][CH2:33][CH2:34]2)[C@@H:8]2[CH2:13][CH2:12][C@@H:11]([CH2:14][C:15]([OH:17])=[O:16])[CH2:10][C@H:9]2[C:19]2[CH:24]=[CH:23][C:22]([C:25]([F:26])([F:27])[F:28])=[CH:21][CH:20]=2)[CH2:2][CH2:3][CH2:4][CH2:5]1. (2) Given the reactants C(O[C:6]([N:8]1[CH2:15][C:14](=[O:16])[CH2:13][C@H:9]1[C:10]([OH:12])=O)=[O:7])(C)(C)C.[Cl:17][C:18]1[CH:23]=[C:22]([N:24]=C=O)[CH:21]=[C:20]([Cl:27])[CH:19]=1.[CH3:28][O:29][C:30]1[CH:31]=[C:32]([CH:35]=[CH:36][C:37]=1[O:38][CH3:39])[CH2:33][NH2:34], predict the reaction product. The product is: [Cl:27][C:20]1[CH:21]=[C:22]([NH:24][C:6]([N:8]2[CH2:15][C:14](=[O:16])[CH2:13][C@H:9]2[C:10]([NH:34][CH2:33][C:32]2[CH:35]=[CH:36][C:37]([O:38][CH3:39])=[C:30]([O:29][CH3:28])[CH:31]=2)=[O:12])=[O:7])[CH:23]=[C:18]([Cl:17])[CH:19]=1. (3) Given the reactants C(OC([NH:11][C@H:12]1[CH2:17][CH2:16][N:15]([C:18]2[O:19][C:20]([CH3:30])=[C:21]([C:23]([O:25][CH2:26][CH2:27][CH2:28][CH3:29])=[O:24])[N:22]=2)[CH2:14][C@H:13]1[O:31][CH2:32][CH3:33])=O)C1C=CC=CC=1, predict the reaction product. The product is: [NH2:11][C@H:12]1[CH2:17][CH2:16][N:15]([C:18]2[O:19][C:20]([CH3:30])=[C:21]([C:23]([O:25][CH2:26][CH2:27][CH2:28][CH3:29])=[O:24])[N:22]=2)[CH2:14][C@H:13]1[O:31][CH2:32][CH3:33]. (4) Given the reactants [C:1]([C:4]1[S:8][C:7]([C:9]([OH:11])=[O:10])=[CH:6][CH:5]=1)(=[O:3])[CH3:2].[CH3:12][Mg]Br.C(O)(=O)CC(CC(O)=O)(C(O)=O)O, predict the reaction product. The product is: [OH:3][C:1]([C:4]1[S:8][C:7]([C:9]([OH:11])=[O:10])=[CH:6][CH:5]=1)([CH3:12])[CH3:2]. (5) Given the reactants O=P12OP3(OP(OP(O3)(O1)=O)(=O)O2)=O.[CH3:15][CH:16]([CH2:20][C:21]1[S:22][C:23]([CH3:26])=[CH:24][CH:25]=1)[C:17]([OH:19])=O.O, predict the reaction product. The product is: [CH3:26][C:23]1[S:22][C:21]2[CH2:20][CH:16]([CH3:15])[C:17](=[O:19])[C:25]=2[CH:24]=1. (6) Given the reactants [CH:1]1[C:10]2[C:5](=[CH:6][CH:7]=[CH:8][CH:9]=2)[CH:4]=[CH:3][N+:2]=1[O-].P(Cl)(Cl)([Cl:14])=O, predict the reaction product. The product is: [Cl:14][C:1]1[C:10]2[C:5](=[CH:6][CH:7]=[CH:8][CH:9]=2)[CH:4]=[CH:3][N:2]=1. (7) Given the reactants [Cl:1][C:2]1[CH:3]=[CH:4][C:5]([C:28]([F:31])([F:30])[F:29])=[C:6]([CH:27]=1)[CH2:7][N:8]1[CH2:13][CH2:12][NH:11][C:10]2[N:14]=[CH:15][C:16]([C:18]3[CH:26]=[CH:25][C:21]([C:22](O)=[O:23])=[CH:20][CH:19]=3)=[CH:17][C:9]1=2.[NH2:32][CH2:33][C:34]1[C:43]2[C:38](=[CH:39][CH:40]=[CH:41][CH:42]=2)[CH:37]=[CH:36][CH:35]=1, predict the reaction product. The product is: [Cl:1][C:2]1[CH:3]=[CH:4][C:5]([C:28]([F:31])([F:30])[F:29])=[C:6]([CH:27]=1)[CH2:7][N:8]1[CH2:13][CH2:12][NH:11][C:10]2[N:14]=[CH:15][C:16]([C:18]3[CH:26]=[CH:25][C:21]([C:22]([NH:32][CH2:33][C:34]4[C:43]5[C:38](=[CH:39][CH:40]=[CH:41][CH:42]=5)[CH:37]=[CH:36][CH:35]=4)=[O:23])=[CH:20][CH:19]=3)=[CH:17][C:9]1=2.